This data is from Full USPTO retrosynthesis dataset with 1.9M reactions from patents (1976-2016). The task is: Predict the reactants needed to synthesize the given product. (1) Given the product [Cl:2][C:3]1[C:4]([C:15]([F:16])([F:17])[F:18])=[C:5]([N:9]2[CH2:14][CH2:13][N:12]([CH2:35][CH2:34][CH2:33][CH2:32][O:31][C:28](=[O:30])[CH3:29])[CH2:11][CH2:10]2)[CH:6]=[CH:7][CH:8]=1, predict the reactants needed to synthesize it. The reactants are: Cl.[Cl:2][C:3]1[C:4]([C:15]([F:18])([F:17])[F:16])=[C:5]([N:9]2[CH2:14][CH2:13][NH:12][CH2:11][CH2:10]2)[CH:6]=[CH:7][CH:8]=1.[OH-].[K+].C(N(CC)CC)C.[C:28]([O:31][CH2:32][CH2:33][CH2:34][CH2:35]Br)(=[O:30])[CH3:29]. (2) Given the product [CH3:28][O:27][C:20]1[CH:21]=[C:22]([O:25][CH3:26])[CH:23]=[CH:24][C:19]=1[C:15]1[CH:16]=[CH:17][CH:18]=[C:13]([C:11]([NH:10][C:6]2[CH:5]=[C:4]([CH:9]=[CH:8][CH:7]=2)[C:3]([OH:29])=[O:2])=[O:12])[CH:14]=1, predict the reactants needed to synthesize it. The reactants are: C[O:2][C:3](=[O:29])[C:4]1[CH:9]=[CH:8][CH:7]=[C:6]([NH:10][C:11]([C:13]2[CH:14]=[C:15]([C:19]3[CH:24]=[CH:23][C:22]([O:25][CH3:26])=[CH:21][C:20]=3[O:27][CH3:28])[CH:16]=[CH:17][CH:18]=2)=[O:12])[CH:5]=1.